This data is from Forward reaction prediction with 1.9M reactions from USPTO patents (1976-2016). The task is: Predict the product of the given reaction. (1) The product is: [C:7]1([C:16]#[C:15][CH2:14][CH2:13][N:17]2[C:21](=[O:22])[C:20]3[C:19](=[CH:26][CH:25]=[CH:24][CH:23]=3)[C:18]2=[O:27])[CH:12]=[CH:11][CH:10]=[CH:9][CH:8]=1. Given the reactants O1CCCC1.I[C:7]1[CH:12]=[CH:11][CH:10]=[CH:9][CH:8]=1.[CH2:13]([N:17]1[C:21](=[O:22])[C:20]2=[CH:23][CH:24]=[CH:25][CH:26]=[C:19]2[C:18]1=[O:27])[CH2:14][C:15]#[CH:16], predict the reaction product. (2) Given the reactants [N:1]([CH2:4][CH:5]([N:17]1C(=O)C2C(=CC=CC=2)C1=O)[CH2:6][CH:7]1[CH2:16][CH2:15][C:14]2[C:9](=[CH:10][CH:11]=[CH:12][CH:13]=2)[CH2:8]1)=[N+:2]=[N-:3].NN, predict the reaction product. The product is: [N:1]([CH2:4][CH:5]([NH2:17])[CH2:6][CH:7]1[CH2:16][CH2:15][C:14]2[C:9](=[CH:10][CH:11]=[CH:12][CH:13]=2)[CH2:8]1)=[N+:2]=[N-:3]. (3) The product is: [C:28]1([C:27](=[N:1][C@H:2]2[CH2:7][CH2:6][CH2:5][CH2:4][C@@H:3]2[OH:8])[C:35]2[CH:36]=[CH:37][CH:38]=[CH:39][CH:40]=2)[CH:33]=[CH:32][CH:31]=[CH:30][CH:29]=1. Given the reactants [NH2:1][C@H:2]1[CH2:7][CH2:6][CH2:5][CH2:4][C@@H:3]1[OH:8].O.C1(C)C=CC(S(O)(=O)=O)=CC=1.S([O-])([O-])(=O)=O.[Mg+2].[C:27]([C:35]1[CH:40]=[CH:39][CH:38]=[CH:37][CH:36]=1)(=O)[C:28]1[CH:33]=[CH:32][CH:31]=[CH:30][CH:29]=1, predict the reaction product. (4) Given the reactants [CH2:1]([CH:3]1[N:12]2[C:7](=[CH:8][C:9](=[O:18])[C:10]([C:13]([O:15]CC)=[O:14])=[CH:11]2)[C:6]2[CH:19]=[C:20]([O:29][CH3:30])[C:21]([O:23][CH2:24][C:25]([F:28])([F:27])[F:26])=[CH:22][C:5]=2[CH2:4]1)[CH3:2].[OH-].[Na+].Cl, predict the reaction product. The product is: [CH2:1]([CH:3]1[N:12]2[C:7](=[CH:8][C:9](=[O:18])[C:10]([C:13]([OH:15])=[O:14])=[CH:11]2)[C:6]2[CH:19]=[C:20]([O:29][CH3:30])[C:21]([O:23][CH2:24][C:25]([F:28])([F:26])[F:27])=[CH:22][C:5]=2[CH2:4]1)[CH3:2]. (5) Given the reactants [OH:1][C:2]1[CH:3]=[C:4]2[C:9](=[CH:10][CH:11]=1)[CH:8]([C:12]([O:14][CH3:15])=[O:13])[N:7]([S:16]([C:19]1[CH:24]=[CH:23][C:22]([O:25][C:26]3[CH:31]=[CH:30][C:29]([O:32][CH3:33])=[CH:28][CH:27]=3)=[CH:21][CH:20]=1)(=[O:18])=[O:17])[CH2:6][CH2:5]2.[N:34]1([CH2:39][CH2:40]O)[CH:38]=[CH:37][N:36]=[CH:35]1.FC1C=CC(OC2C=CC(S(N3CCC4C(=CC=C(OCCCN5CCN(C)CC5)C=4)C3C(OC)=O)(=O)=O)=CC=2)=CC=1, predict the reaction product. The product is: [N:34]1([CH2:39][CH2:40][O:1][C:2]2[CH:3]=[C:4]3[C:9](=[CH:10][CH:11]=2)[CH:8]([C:12]([O:14][CH3:15])=[O:13])[N:7]([S:16]([C:19]2[CH:24]=[CH:23][C:22]([O:25][C:26]4[CH:27]=[CH:28][C:29]([O:32][CH3:33])=[CH:30][CH:31]=4)=[CH:21][CH:20]=2)(=[O:17])=[O:18])[CH2:6][CH2:5]3)[CH:38]=[CH:37][N:36]=[CH:35]1. (6) Given the reactants [C:1]([O:7][C:8]([CH3:11])([CH3:10])[CH3:9])(=[O:6])[CH2:2][C:3]([CH3:5])=[O:4].[H-].[Na+].C([Li])CCC.[Br:19][C:20]1[CH:27]=[CH:26][C:23]([CH2:24]Br)=[CH:22][CH:21]=1, predict the reaction product. The product is: [C:8]([O:7][C:1](=[O:6])[CH2:2][C:3](=[O:4])[CH2:5][CH2:24][C:23]1[CH:26]=[CH:27][C:20]([Br:19])=[CH:21][CH:22]=1)([CH3:11])([CH3:10])[CH3:9]. (7) Given the reactants [OH:1][C:2]12[CH2:15][CH:14]([CH3:16])[CH2:13][C:12](=[O:17])[CH:11]1[CH2:10][CH2:9][CH2:8][CH2:7][CH2:6][CH2:5][CH2:4][CH2:3]2.[CH:18]([O:20][CH2:21][CH3:22])=[CH2:19].C1(C)C=CC(S([O-])(=O)=O)=CC=1.[NH+]1C=CC=CC=1, predict the reaction product. The product is: [CH2:18]([O:20][CH:21]([O:1][C:2]12[CH2:15][CH:14]([CH3:16])[CH2:13][C:12](=[O:17])[CH:11]1[CH2:10][CH2:9][CH2:8][CH2:7][CH2:6][CH2:5][CH2:4][CH2:3]2)[CH3:22])[CH3:19]. (8) Given the reactants Br[C:2]1[N:7]=[C:6]([C@:8]2([CH3:27])[C@@H:13]([F:14])[C@@H:12]([C:15]([F:18])([F:17])[F:16])[O:11][C:10]([NH:19][C:20](=[O:26])[O:21][C:22]([CH3:25])([CH3:24])[CH3:23])=[N:9]2)[C:5]([F:28])=[CH:4][CH:3]=1.[N-:29]=[N+]=[N-].[Na+].O=C1O[C@H]([C@H](CO)O)C([O-])=C1O.[Na+].CN[C@@H]1CCCC[C@H]1NC.C([O-])(O)=O.[Na+], predict the reaction product. The product is: [NH2:29][C:2]1[N:7]=[C:6]([C@:8]2([CH3:27])[C@@H:13]([F:14])[C@@H:12]([C:15]([F:18])([F:17])[F:16])[O:11][C:10]([NH:19][C:20](=[O:26])[O:21][C:22]([CH3:25])([CH3:24])[CH3:23])=[N:9]2)[C:5]([F:28])=[CH:4][CH:3]=1. (9) The product is: [CH3:31][N:32]1[CH2:33][CH2:34][N:35]([C:38]2[CH:43]=[CH:42][C:41]([NH:44][CH:2]=[C:3]3[C:11]4[C:6](=[CH:7][C:8]([C:12]([C:14]5[CH:15]=[C:16]([NH:20][C:21]([C:23]6[CH:24]=[N:25][N:26]([CH3:29])[C:27]=6[CH3:28])=[O:22])[CH:17]=[CH:18][CH:19]=5)=[O:13])=[CH:9][CH:10]=4)[NH:5][C:4]3=[O:30])=[CH:40][CH:39]=2)[CH2:36][CH2:37]1. Given the reactants O[CH:2]=[C:3]1[C:11]2[C:6](=[CH:7][C:8]([C:12]([C:14]3[CH:15]=[C:16]([NH:20][C:21]([C:23]4[CH:24]=[N:25][N:26]([CH3:29])[C:27]=4[CH3:28])=[O:22])[CH:17]=[CH:18][CH:19]=3)=[O:13])=[CH:9][CH:10]=2)[NH:5][C:4]1=[O:30].[CH3:31][N:32]1[CH2:37][CH2:36][N:35]([C:38]2[CH:43]=[CH:42][C:41]([NH2:44])=[CH:40][CH:39]=2)[CH2:34][CH2:33]1, predict the reaction product. (10) Given the reactants [NH2:1][C:2]1[N:11]=[CH:10][C:9]2[C:4](=[C:5]([O:26][CH3:27])[C:6](/[CH:19]=[CH:20]/[C:21]([O:23]CC)=[O:22])=[CH:7][C:8]=2[C:12]2[CH:17]=[CH:16][CH:15]=[C:14]([Cl:18])[CH:13]=2)[N:3]=1.[OH-].[Li+].Cl, predict the reaction product. The product is: [NH2:1][C:2]1[N:11]=[CH:10][C:9]2[C:4](=[C:5]([O:26][CH3:27])[C:6](/[CH:19]=[CH:20]/[C:21]([OH:23])=[O:22])=[CH:7][C:8]=2[C:12]2[CH:17]=[CH:16][CH:15]=[C:14]([Cl:18])[CH:13]=2)[N:3]=1.